From a dataset of Full USPTO retrosynthesis dataset with 1.9M reactions from patents (1976-2016). Predict the reactants needed to synthesize the given product. (1) Given the product [CH2:16]([N:15]1[CH2:23][CH2:24][N:1]([C:2]2[CH:3]=[CH:4][CH:5]=[C:6]3[C:11]=2[N:10]=[CH:9][CH:8]=[CH:7]3)[CH2:13][CH2:14]1)[C:17]1[CH:22]=[CH:21][CH:20]=[CH:19][CH:18]=1, predict the reactants needed to synthesize it. The reactants are: [NH2:1][C:2]1[CH:3]=[CH:4][CH:5]=[C:6]2[C:11]=1[N:10]=[CH:9][CH:8]=[CH:7]2.Cl[CH2:13][CH2:14][N:15]([CH2:23][CH2:24]Cl)[CH2:16][C:17]1[CH:22]=[CH:21][CH:20]=[CH:19][CH:18]=1.[OH-].[Na+]. (2) Given the product [CH2:16]([N:13]1[C:4](=[O:3])[C:6]2[N:7]([CH2:24][C:25]3[CH:30]=[CH:29][CH:28]=[CH:27][CH:26]=3)[CH:8]=[C:9]([C:14]#[N:15])[C:10]=2[NH:11][C:12]1=[O:23])[C:17]1[CH:22]=[CH:21][CH:20]=[CH:19][CH:18]=1, predict the reactants needed to synthesize it. The reactants are: C([O:3][C:4]([C:6]1[N:7]([CH2:24][C:25]2[CH:30]=[CH:29][CH:28]=[CH:27][CH:26]=2)[CH:8]=[C:9]2[C:14](=[NH:15])[N:13]([CH2:16][C:17]3[CH:22]=[CH:21][CH:20]=[CH:19][CH:18]=3)[C:12](=[O:23])[NH:11][C:10]=12)=O)C.C[O-].[Na+].